Predict the product of the given reaction. From a dataset of Forward reaction prediction with 1.9M reactions from USPTO patents (1976-2016). (1) Given the reactants [Cl:1][C:2]1[N:7]=[CH:6][C:5]([C:8]([N:10]2[CH2:16][CH2:15][CH2:14][NH:13][CH2:12][CH2:11]2)=[O:9])=[CH:4][CH:3]=1.[C:17]1(=O)[CH2:20][CH2:19][CH2:18]1.C(O[BH-](OC(=O)C)OC(=O)C)(=O)C.[Na+].[OH-].[Na+], predict the reaction product. The product is: [Cl:1][C:2]1[N:7]=[CH:6][C:5]([C:8]([N:10]2[CH2:16][CH2:15][CH2:14][N:13]([CH:17]3[CH2:20][CH2:19][CH2:18]3)[CH2:12][CH2:11]2)=[O:9])=[CH:4][CH:3]=1. (2) Given the reactants Br[C:2]1[N:3]=[C:4]([C:23]2[O:24][C:25]([C:28]3[CH:33]=[CH:32][C:31]([CH2:34][Br:35])=[CH:30][CH:29]=3)=[N:26][N:27]=2)[C:5]([N:8]([C:16]([O:18][C:19]([CH3:22])([CH3:21])[CH3:20])=[O:17])[C:9](=[O:15])[O:10][C:11]([CH3:14])([CH3:13])[CH3:12])=[N:6][CH:7]=1.CC1(C)C(C)(C)OB([C:44]2[CH2:45][CH2:46][N:47]([C:50]([O:52][C:53]([CH3:56])([CH3:55])[CH3:54])=[O:51])[CH2:48][CH:49]=2)O1.C(P(C(C)(C)C)C1C=CC(N(C)C)=CC=1)(C)(C)C.C([O-])([O-])=O.[K+].[K+], predict the reaction product. The product is: [C:11]([O:10][C:9]([N:8]([C:16]([O:18][C:19]([CH3:21])([CH3:20])[CH3:22])=[O:17])[C:5]1[N:6]=[CH:7][C:2]([C:44]2[CH2:49][CH2:48][N:47]([C:50]([O:52][C:53]([CH3:56])([CH3:55])[CH3:54])=[O:51])[CH2:46][CH:45]=2)=[N:3][C:4]=1[C:23]1[O:24][C:25]([C:28]2[CH:33]=[CH:32][C:31]([CH2:34][Br:35])=[CH:30][CH:29]=2)=[N:26][N:27]=1)=[O:15])([CH3:13])([CH3:14])[CH3:12]. (3) Given the reactants [CH2:1]([O:8][CH2:9][O:10][CH2:11][C@@H:12]([CH3:19])[CH2:13][CH2:14][CH:15]=[C:16]([CH3:18])[CH3:17])[C:2]1[CH:7]=[CH:6][CH:5]=[CH:4][CH:3]=1.C([O-])(O)=[O:21].[Na+].ClC1C=C(C=CC=1)C(OO)=O.[OH-].[Na+], predict the reaction product. The product is: [CH2:1]([O:8][CH2:9][O:10][CH2:11][C@@H:12]([CH3:19])[CH2:13][CH2:14][CH:15]1[O:21][C:16]1([CH3:18])[CH3:17])[C:2]1[CH:7]=[CH:6][CH:5]=[CH:4][CH:3]=1. (4) Given the reactants Cl[CH:2]([Cl:4])[CH3:3].CN(C)C=O.C(Cl)(=O)C(Cl)=O.[S:16]1C2C(=O)[CH:22]=[CH:21][NH:20][C:19]=2[CH:18]=[CH:17]1, predict the reaction product. The product is: [Cl:4][C:2]1[CH:22]=[CH:21][N:20]=[C:19]2[CH:18]=[CH:17][S:16][C:3]=12. (5) Given the reactants [C:1]([N:4]1[C:13]2[C:8](=[CH:9][C:10]([C:14]([OH:16])=O)=[CH:11][CH:12]=2)[C@H:7]([NH:17][C:18]2[CH:23]=[CH:22][CH:21]=[C:20]([CH3:24])[N:19]=2)[C@@H:6]([CH3:25])[C@@H:5]1[CH:26]1[CH2:28][CH2:27]1)(=[O:3])[CH3:2].CN(C(ON1N=NC2C=CC=NC1=2)=[N+](C)C)C.F[P-](F)(F)(F)(F)F.[O:53]1[CH2:58][CH2:57][N:56]([CH2:59][CH2:60][NH2:61])[CH2:55][CH2:54]1.CCN(C(C)C)C(C)C, predict the reaction product. The product is: [C:1]([N:4]1[C:13]2[C:8](=[CH:9][C:10]([C:14]([NH:61][CH2:60][CH2:59][N:56]3[CH2:57][CH2:58][O:53][CH2:54][CH2:55]3)=[O:16])=[CH:11][CH:12]=2)[C@H:7]([NH:17][C:18]2[CH:23]=[CH:22][CH:21]=[C:20]([CH3:24])[N:19]=2)[C@@H:6]([CH3:25])[C@@H:5]1[CH:26]1[CH2:28][CH2:27]1)(=[O:3])[CH3:2]. (6) Given the reactants [CH3:1][O:2][C:3]1[CH:4]=[C:5]2[C:10](=[CH:11][C:12]=1[O:13][CH3:14])[N:9]=[C:8]([NH:15][C@H:16]1[CH2:21][CH2:20][C@H:19](O)[CH2:18][CH2:17]1)[CH:7]=[N:6]2.C1(P(C2C=CC=CC=2)C2C=CC=CC=2)C=CC=CC=1.N(C(OCC)=O)=NC(OCC)=O.[N+](C1C=CC(C(O)=O)=CC=1)([O-])=O, predict the reaction product. The product is: [CH:16]1([NH:15][C:8]2[CH:7]=[N:6][C:5]3[C:10](=[CH:11][C:12]([O:13][CH3:14])=[C:3]([O:2][CH3:1])[CH:4]=3)[N:9]=2)[CH2:21][CH2:20][CH:19]=[CH:18][CH2:17]1. (7) Given the reactants [CH2:1]([C@@H:5]1[NH:10][CH2:9][C@H:8]([CH2:11][CH:12]([CH3:14])[CH3:13])[NH:7][C:6]1=[O:15])[CH:2]([CH3:4])[CH3:3].[F:16][C:17]1[CH:18]=[C:19]([CH:25]=[CH:26][C:27]=1[F:28])[CH:20]=[CH:21][C:22](O)=[O:23].C([C@@H]1N(C(=O)/C=C/C2C=CC=CC=2)C[C@H](CC(C)C)NC1=O)C(C)C, predict the reaction product. The product is: [F:16][C:17]1[CH:18]=[C:19]([CH:20]=[CH:21][C:22]([N:10]2[CH2:9][C@H:8]([CH2:11][CH:12]([CH3:14])[CH3:13])[NH:7][C:6](=[O:15])[C@@H:5]2[CH2:1][CH:2]([CH3:4])[CH3:3])=[O:23])[CH:25]=[CH:26][C:27]=1[F:28].